Task: Predict which catalyst facilitates the given reaction.. Dataset: Catalyst prediction with 721,799 reactions and 888 catalyst types from USPTO (1) The catalyst class is: 1. Reactant: [C:1](#[N:3])[CH3:2].[Li]CCCC.[Cl:9][C:10]1[CH:18]=[C:17]([Cl:19])[CH:16]=[CH:15][C:11]=1[C:12](Cl)=[O:13]. Product: [Cl:9][C:10]1[CH:18]=[C:17]([Cl:19])[CH:16]=[CH:15][C:11]=1[C:12](=[O:13])[CH2:2][C:1]#[N:3]. (2) Reactant: [Cl:1][C:2]1[CH:24]=[C:23]([Cl:25])[C:22]([C:26]2[CH:31]=[CH:30][CH:29]=[CH:28][N:27]=2)=[CH:21][C:3]=1[C:4]([NH:6][C:7]1[N:11]([C:12]2[CH:17]=[CH:16][CH:15]=[CH:14][CH:13]=2)[N:10]=[C:9]([C:18]([OH:20])=O)[CH:8]=1)=[O:5].[CH3:32][C:33]1[C:37]([NH2:38])=[CH:36][NH:35][N:34]=1.CCN(C(C)C)C(C)C.F[P-](F)(F)(F)(F)F.CN(C(N(C)C)=[N+]1C2C(=NC=CC=2)[N+]([O-])=N1)C. Product: [Cl:1][C:2]1[CH:24]=[C:23]([Cl:25])[C:22]([C:26]2[CH:31]=[CH:30][CH:29]=[CH:28][N:27]=2)=[CH:21][C:3]=1[C:4]([NH:6][C:7]1[N:11]([C:12]2[CH:17]=[CH:16][CH:15]=[CH:14][CH:13]=2)[N:10]=[C:9]([C:18]([NH:38][C:37]2[C:33]([CH3:32])=[N:34][NH:35][CH:36]=2)=[O:20])[CH:8]=1)=[O:5]. The catalyst class is: 3. (3) Reactant: C([N:8]1[CH2:12][CH2:11][C:10]2([CH2:17][CH2:16][CH2:15][N:14]3[CH:18]=[N:19][CH:20]=[C:13]23)[CH2:9]1)C1C=CC=CC=1.Cl.[H][H]. Product: [NH:8]1[CH2:12][CH2:11][C:10]2([CH2:17][CH2:16][CH2:15][N:14]3[CH:18]=[N:19][CH:20]=[C:13]23)[CH2:9]1. The catalyst class is: 19. (4) Reactant: Br[C:2]1[CH:3]=[C:4]2[C:9](=[CH:10][CH:11]=1)[C:8](=[O:12])[NH:7][N:6]=[C:5]2[Cl:13].[Cl:14][C:15]1[CH:16]=[CH:17][C:18]([CH3:23])=[C:19]([CH:22]=1)[CH2:20][NH2:21].C1C=CC(P(C2C(C3C(P(C4C=CC=CC=4)C4C=CC=CC=4)=CC=C4C=3C=CC=C4)=C3C(C=CC=C3)=CC=2)C2C=CC=CC=2)=CC=1.CC([O-])(C)C.[Na+]. Product: [Cl:13][C:5]1[C:4]2[C:9](=[CH:10][CH:11]=[C:2]([NH:21][CH2:20][C:19]3[CH:22]=[C:15]([Cl:14])[CH:16]=[CH:17][C:18]=3[CH3:23])[CH:3]=2)[C:8](=[O:12])[NH:7][N:6]=1. The catalyst class is: 686. (5) The catalyst class is: 306. Reactant: [C:1]([C:4]1[CH:5]=[CH:6][C:7]2[N:11]=[C:10]([CH2:12][CH2:13][CH3:14])[N:9]([CH2:15][C:16]3[CH:21]=[CH:20][CH:19]=[CH:18][C:17]=3[Cl:22])[C:8]=2[CH:23]=1)(O)=[O:2].C(Cl)(=O)C(Cl)=O.Cl.[CH3:31][N:32]([CH3:41])[C:33]1[CH:40]=[CH:39][C:36]([CH2:37][NH2:38])=[CH:35][CH:34]=1.C(N(CC)CC)C. Product: [Cl:22][C:17]1[CH:18]=[CH:19][CH:20]=[CH:21][C:16]=1[CH2:15][N:9]1[C:8]2[CH:23]=[C:4]([C:1](=[O:2])[NH:38][CH2:37][C:36]3[CH:39]=[CH:40][C:33]([N:32]([CH3:41])[CH3:31])=[CH:34][CH:35]=3)[CH:5]=[CH:6][C:7]=2[N:11]=[C:10]1[CH2:12][CH2:13][CH3:14]. (6) Reactant: [CH3:1][C:2]1[CH:10]=[CH:9][C:5]([C:6](O)=[O:7])=[CH:4][C:3]=1[B:11]1[O:15][C:14]([CH3:17])([CH3:16])[C:13]([CH3:19])([CH3:18])[O:12]1.[CH3:20][O:21][C:22]1[CH:23]=[C:24]([CH:26]=[CH:27][CH:28]=1)[NH2:25].C(N(C(C)C)CC)(C)C.CN(C(ON1N=NC2C=CC=NC1=2)=[N+](C)C)C.F[P-](F)(F)(F)(F)F. Product: [CH3:20][O:21][C:22]1[CH:23]=[C:24]([NH:25][C:6](=[O:7])[C:5]2[CH:9]=[CH:10][C:2]([CH3:1])=[C:3]([B:11]3[O:12][C:13]([CH3:18])([CH3:19])[C:14]([CH3:17])([CH3:16])[O:15]3)[CH:4]=2)[CH:26]=[CH:27][CH:28]=1. The catalyst class is: 9.